Regression. Given a target protein amino acid sequence and a drug SMILES string, predict the binding affinity score between them. We predict pKi (pKi = -log10(Ki in M); higher means stronger inhibition). Dataset: bindingdb_ki. From a dataset of Drug-target binding data from BindingDB using Ki measurements. (1) The small molecule is CC(C)CN(C[C@@H](O)[C@H](Cc1ccccc1)NC(=O)[C@@H]1CN(c2ccccc2)C(=O)O1)S(=O)(=O)c1ccc(N)cc1. The target protein sequence is PQITLWKRPIVTIRIGGQLKEALLDTGADDTVLEEMNLPGKWKPKMIGGIGGFIKVRQYDQIPIEICGHKVISTVLVGPTPVNVIGRNLMTQIGCTLNF. The pKi is 8.0. (2) The small molecule is N=C(N)c1cccc(-c2cc3ccc(C(=N)N)cc3[nH]2)c1. The target protein (P00752) has sequence APPIQSRIIGGRECEKNSHPWQVAIYHYSSFQCGGVLVNPKWVLTAAHCKNDNYEVWLGRHNLFENENTAQFFGVTADFPHPGFNLSLLKHTKADGKDYSHDLMLLRLQSPAKITDAVKVLELPTQEPELGSTCEASGWGSIEPGPDFEFPDEIQCVQLTLLQNTFCAAHPKVTESMLCAGYLPGGKDTCMGDSGGPLICNGMWQGITSWGHTPCGSANKPSIYTKLIFYLDWINDTITENP. The pKi is 4.9.